Dataset: NCI-60 drug combinations with 297,098 pairs across 59 cell lines. Task: Regression. Given two drug SMILES strings and cell line genomic features, predict the synergy score measuring deviation from expected non-interaction effect. (1) Drug 1: C1CC(=O)NC(=O)C1N2C(=O)C3=CC=CC=C3C2=O. Drug 2: CC(C)NC(=O)C1=CC=C(C=C1)CNNC.Cl. Cell line: SNB-75. Synergy scores: CSS=4.48, Synergy_ZIP=-1.61, Synergy_Bliss=-0.662, Synergy_Loewe=-2.34, Synergy_HSA=-0.0734. (2) Drug 1: C1CN(CCN1C(=O)CCBr)C(=O)CCBr. Drug 2: CCC1(C2=C(COC1=O)C(=O)N3CC4=CC5=C(C=CC(=C5CN(C)C)O)N=C4C3=C2)O.Cl. Cell line: HT29. Synergy scores: CSS=24.2, Synergy_ZIP=-14.5, Synergy_Bliss=-7.17, Synergy_Loewe=-21.7, Synergy_HSA=-4.76. (3) Drug 1: CN(CC1=CN=C2C(=N1)C(=NC(=N2)N)N)C3=CC=C(C=C3)C(=O)NC(CCC(=O)O)C(=O)O. Drug 2: C(CC(=O)O)C(=O)CN.Cl. Cell line: OVCAR-5. Synergy scores: CSS=51.4, Synergy_ZIP=-2.28, Synergy_Bliss=-2.11, Synergy_Loewe=-27.4, Synergy_HSA=-0.0268. (4) Drug 1: C1CCN(CC1)CCOC2=CC=C(C=C2)C(=O)C3=C(SC4=C3C=CC(=C4)O)C5=CC=C(C=C5)O. Drug 2: C1CN(CCN1C(=O)CCBr)C(=O)CCBr. Cell line: NCIH23. Synergy scores: CSS=6.41, Synergy_ZIP=-5.54, Synergy_Bliss=-2.02, Synergy_Loewe=-4.32, Synergy_HSA=-4.30. (5) Drug 1: CC(C1=C(C=CC(=C1Cl)F)Cl)OC2=C(N=CC(=C2)C3=CN(N=C3)C4CCNCC4)N. Drug 2: CC1=C(C(=CC=C1)Cl)NC(=O)C2=CN=C(S2)NC3=CC(=NC(=N3)C)N4CCN(CC4)CCO. Cell line: HCC-2998. Synergy scores: CSS=9.67, Synergy_ZIP=-2.05, Synergy_Bliss=3.90, Synergy_Loewe=2.72, Synergy_HSA=2.73.